This data is from Forward reaction prediction with 1.9M reactions from USPTO patents (1976-2016). The task is: Predict the product of the given reaction. (1) The product is: [Cl:1][C:2]1[C:3]([CH3:25])=[CH:4][C:5]([CH:21]([OH:24])[CH2:22][CH3:23])=[C:6]([CH:8]2[CH2:9][CH2:10][N:11]([C:14]([O:16][C:17]([CH3:20])([CH3:19])[CH3:18])=[O:15])[CH2:12][CH2:13]2)[CH:7]=1. Given the reactants [Cl:1][C:2]1[C:3]([CH3:25])=[CH:4][C:5]([C:21](=[O:24])[CH2:22][CH3:23])=[C:6]([C:8]2[CH2:9][CH2:10][N:11]([C:14]([O:16][C:17]([CH3:20])([CH3:19])[CH3:18])=[O:15])[CH2:12][CH:13]=2)[CH:7]=1, predict the reaction product. (2) Given the reactants C[N:2](C)/[CH:3]=[CH:4]/[C:5]([C:7]1[C:12](=[O:13])[CH:11]=[CH:10][N:9]([C:14]2[CH:15]=[C:16]([CH:22]=[CH:23][CH:24]=2)[C:17]([N:19]([CH3:21])[CH3:20])=[O:18])[N:8]=1)=O.[Cl:26][C:27]1[CH:28]=[C:29]([NH:33]N)[CH:30]=[CH:31][CH:32]=1, predict the reaction product. The product is: [Cl:26][C:27]1[CH:28]=[C:29]([N:33]2[C:5]([C:7]3[C:12](=[O:13])[CH:11]=[CH:10][N:9]([C:14]4[CH:15]=[C:16]([CH:22]=[CH:23][CH:24]=4)[C:17]([N:19]([CH3:21])[CH3:20])=[O:18])[N:8]=3)=[CH:4][CH:3]=[N:2]2)[CH:30]=[CH:31][CH:32]=1. (3) Given the reactants [Br:1][C:2]#[C:3][C:4]([O:6][CH3:7])=[O:5].[N:8]1([C:13]([O:15][C:16]([CH3:19])([CH3:18])[CH3:17])=[O:14])[CH:12]=[CH:11][CH:10]=[CH:9]1, predict the reaction product. The product is: [Br:1][C:2]1[CH:9]2[N:8]([C:13]([O:15][C:16]([CH3:19])([CH3:18])[CH3:17])=[O:14])[CH:12]([CH:11]=[CH:10]2)[C:3]=1[C:4]([O:6][CH3:7])=[O:5]. (4) Given the reactants [F:1][C:2]1[C:3]([O:28][CH2:29][C:30]2[CH:35]=[CH:34][CH:33]=[CH:32][CH:31]=2)=[C:4]([C:8]2[N:13]([CH2:14][CH2:15][C:16]3[CH:21]=[CH:20][CH:19]=[CH:18][CH:17]=3)[C:12](=[O:22])[C:11]([Sn](C)(C)C)=[C:10]([CH3:27])[N:9]=2)[CH:5]=[CH:6][CH:7]=1.FC1C(O)=C(C2N(CCC3C=CC=CC=3)C(=O)C(C3SC4CCCCC=4N=3)=C(C)N=2)C=CC=1.Br[C:70]1[S:74][C:73]([C:75]2[CH:80]=[CH:79][CH:78]=[CH:77][CH:76]=2)=[N:72][CH:71]=1.[F-].[Cs+], predict the reaction product. The product is: [F:1][C:2]1[C:3]([O:28][CH2:29][C:30]2[CH:35]=[CH:34][CH:33]=[CH:32][CH:31]=2)=[C:4]([C:8]2[N:13]([CH2:14][CH2:15][C:16]3[CH:21]=[CH:20][CH:19]=[CH:18][CH:17]=3)[C:12](=[O:22])[C:11]([C:70]3[S:74][C:73]([C:75]4[CH:80]=[CH:79][CH:78]=[CH:77][CH:76]=4)=[N:72][CH:71]=3)=[C:10]([CH3:27])[N:9]=2)[CH:5]=[CH:6][CH:7]=1. (5) The product is: [Br:22][C:12]1[N:11]([CH:7]2[CH2:8][CH2:9][CH2:10][CH:5]([OH:4])[CH:6]2[OH:23])[C:15]2[CH:16]=[C:17]([Cl:21])[C:18]([Cl:20])=[CH:19][C:14]=2[N:13]=1. Given the reactants C([O:4][CH:5]1[CH2:10][CH2:9][CH2:8][CH:7]([N:11]2[C:15]3[CH:16]=[C:17]([Cl:21])[C:18]([Cl:20])=[CH:19][C:14]=3[N:13]=[C:12]2[Br:22])[CH:6]1[O:23]C(=O)C)(=O)C.CO.O.C(=O)([O-])[O-].[Na+].[Na+], predict the reaction product. (6) Given the reactants [CH2:1]([C:3]1[CH:8]=[C:7]([CH3:9])[CH:6]=[C:5]([CH2:10][CH3:11])[C:4]=1[C:12]1[C:13](=[O:24])[N:14]([CH3:23])[N:15]=[C:16]([CH3:22])[C:17]=1S(C)(=O)=O)[CH3:2].[OH-:25].[Na+].Cl, predict the reaction product. The product is: [CH2:1]([C:3]1[CH:8]=[C:7]([CH3:9])[CH:6]=[C:5]([CH2:10][CH3:11])[C:4]=1[C:12]1[C:13](=[O:24])[N:14]([CH3:23])[N:15]=[C:16]([CH3:22])[C:17]=1[OH:25])[CH3:2]. (7) Given the reactants [CH3:1][O:2][C:3]1[CH:4]=[C:5]([CH:7]=[C:8]([O:12][CH3:13])[C:9]=1[O:10][CH3:11])[NH2:6].Cl.N([O-])=O.[Na+].[N-:19]=[N+:20]=[N-].[Na+], predict the reaction product. The product is: [CH3:13][O:12][C:8]1[CH:7]=[C:5]([N:6]=[N+:19]=[N-:20])[CH:4]=[C:3]([O:2][CH3:1])[C:9]=1[O:10][CH3:11].